From a dataset of Full USPTO retrosynthesis dataset with 1.9M reactions from patents (1976-2016). Predict the reactants needed to synthesize the given product. (1) Given the product [NH2:11][C:9]1[CH:8]=[CH:7][C:3]([C:4]([NH2:6])=[O:5])=[C:2]([CH3:1])[CH:10]=1, predict the reactants needed to synthesize it. The reactants are: [CH3:1][C:2]1[CH:10]=[C:9]([N+:11]([O-])=O)[CH:8]=[CH:7][C:3]=1[C:4]([NH2:6])=[O:5]. (2) Given the product [CH3:1][C@@H:2]1[CH2:7][CH2:6][CH2:5][NH:4][C@@H:3]1[CH2:14][NH:15][C:16]1[CH:21]=[CH:20][C:19]([C:22]([F:25])([F:23])[F:24])=[CH:18][N:17]=1, predict the reactants needed to synthesize it. The reactants are: [CH3:1][C@@H:2]1[CH2:7][CH2:6][CH2:5][N:4](C(OCC=C)=O)[C@@H:3]1[CH2:14][NH:15][C:16]1[CH:21]=[CH:20][C:19]([C:22]([F:25])([F:24])[F:23])=[CH:18][N:17]=1.CN1C(=O)CC(=O)N(C)C1=O. (3) Given the product [Cl:1][C:2]1[CH:7]=[C:6]([CH:5]=[C:4]([O:10][C:15]2[C:16]([F:18])=[CH:17][C:12]([Cl:11])=[C:13]([F:20])[N:14]=2)[CH:3]=1)[C:8]#[N:9], predict the reactants needed to synthesize it. The reactants are: [Cl:1][C:2]1[CH:3]=[C:4]([OH:10])[CH:5]=[C:6]([C:8]#[N:9])[CH:7]=1.[Cl:11][C:12]1[C:13]([F:20])=[N:14][C:15](F)=[C:16]([F:18])[CH:17]=1.C(=O)([O-])[O-].[K+].[K+].O.